This data is from Forward reaction prediction with 1.9M reactions from USPTO patents (1976-2016). The task is: Predict the product of the given reaction. The product is: [Cl:1][C:2]1[CH:3]=[C:4]([C:21]#[N:22])[CH:5]=[C:6]2[C:14]=1[N:13]([CH2:27][C:26]1[CH:29]=[CH:30][CH:31]=[C:24]([F:23])[CH:25]=1)[C:12]1[CH2:11][CH2:10][CH:9]([NH:15][C:16](=[O:20])[CH:17]([CH3:19])[CH3:18])[CH2:8][C:7]2=1. Given the reactants [Cl:1][C:2]1[CH:3]=[C:4]([C:21]#[N:22])[CH:5]=[C:6]2[C:14]=1[NH:13][C:12]1[CH2:11][CH2:10][CH:9]([NH:15][C:16](=[O:20])[CH:17]([CH3:19])[CH3:18])[CH2:8][C:7]2=1.[F:23][C:24]1[CH:25]=[C:26]([CH:29]=[CH:30][CH:31]=1)[CH2:27]Br, predict the reaction product.